From a dataset of Reaction yield outcomes from USPTO patents with 853,638 reactions. Predict the reaction yield, written as a fraction of the theoretical maximum amount of product (1.0 means a 100% yield; for example, 0.34 means a 34% yield). (1) The reactants are [Cl:1][CH2:2][CH2:3][S:4][CH2:5][C:6]([OH:8])=O.[NH2:9][CH2:10][C@H:11]1[C@H:19]2[N:14]([C:15]3[CH:23]=[CH:22][C:21]([N:24]4[CH2:29][CH2:28][O:27][CH2:26][C:25]4=[O:30])=[CH:20][C:16]=3[O:17][CH2:18]2)[C:13](=[O:31])[O:12]1.CN(C(ON1N=NC2C=CC=NC1=2)=[N+](C)C)C.F[P-](F)(F)(F)(F)F. No catalyst specified. The product is [Cl:1][CH2:2][CH2:3][S:4][CH2:5][C:6]([NH:9][CH2:10][C@H:11]1[C@H:19]2[N:14]([C:15]3[CH:23]=[CH:22][C:21]([N:24]4[CH2:29][CH2:28][O:27][CH2:26][C:25]4=[O:30])=[CH:20][C:16]=3[O:17][CH2:18]2)[C:13](=[O:31])[O:12]1)=[O:8]. The yield is 0.613. (2) The reactants are [C:1]1([N:7]=[C:8](Cl)[C:9]([F:12])([F:11])[F:10])[CH:6]=[CH:5][CH:4]=[CH:3][CH:2]=1.[N-:14]=[N+:15]=[N-:16].[Na+].Cl.C(N(CC)CC)C. The catalyst is C1(C)C=CC=CC=1. The product is [C:1]1([N:7]2[C:8]([C:9]([F:12])([F:11])[F:10])=[N:16][N:15]=[N:14]2)[CH:6]=[CH:5][CH:4]=[CH:3][CH:2]=1. The yield is 0.932. (3) The reactants are Br[C:2]1[C:7](=[O:8])[CH:6]=[CH:5][N:4]([C:9]2[CH:14]=[CH:13][CH:12]=[C:11]([C:15]([F:18])([F:17])[F:16])[CH:10]=2)[N:3]=1.[CH3:19][Si:20]([C:23]#[CH:24])([CH3:22])[CH3:21].CCN(CC)CC. The catalyst is C1COCC1.[Cl-].[Na+].O.[Cu]I.Cl[Pd](Cl)([P](C1C=CC=CC=1)(C1C=CC=CC=1)C1C=CC=CC=1)[P](C1C=CC=CC=1)(C1C=CC=CC=1)C1C=CC=CC=1.C1C=CC(P(C2C=CC=CC=2)C2C=CC=CC=2)=CC=1. The product is [F:16][C:15]([F:18])([F:17])[C:11]1[CH:10]=[C:9]([N:4]2[CH:5]=[CH:6][C:7](=[O:8])[C:2]([C:24]#[C:23][Si:20]([CH3:22])([CH3:21])[CH3:19])=[N:3]2)[CH:14]=[CH:13][CH:12]=1. The yield is 0.280. (4) The reactants are [F:1][C:2]1[CH:7]=[CH:6][CH:5]=[CH:4][C:3]=1[C:8]1[C:20]2[C:19]3[C:14](=[CH:15][C:16]([CH3:28])=[C:17]([O:21][C:22]4[CH:23]=[N:24][CH:25]=[N:26][CH:27]=4)[CH:18]=3)[NH:13][C:12]=2[C:11]([C:29]([O:31]CC)=[O:30])=[N:10][CH:9]=1.[OH-].[Na+]. The catalyst is CO. The product is [F:1][C:2]1[CH:7]=[CH:6][CH:5]=[CH:4][C:3]=1[C:8]1[C:20]2[C:19]3[C:14](=[CH:15][C:16]([CH3:28])=[C:17]([O:21][C:22]4[CH:27]=[N:26][CH:25]=[N:24][CH:23]=4)[CH:18]=3)[NH:13][C:12]=2[C:11]([C:29]([OH:31])=[O:30])=[N:10][CH:9]=1. The yield is 0.609. (5) The reactants are C[O:2][C:3]1[CH:8]=[CH:7][CH:6]=[CH:5][C:4]=1[O:9][CH:10]1CCCC1=C.Cl.C(N(CC)[C:20]1[CH:25]=[CH:24][CH:23]=[CH:22][CH:21]=1)C. No catalyst specified. The product is [C:22]1([CH2:21][C:8]2[CH:7]=[CH:6][CH:5]=[C:4]([O:9][CH3:10])[C:3]=2[OH:2])[CH2:23][CH2:24][CH2:25][CH:20]=1. The yield is 0.860. (6) The catalyst is CN(C)C=O.CN1CCCC1=O. The yield is 0.580. The product is [C:1]([CH:3]([C:5]1[CH:6]=[C:7]([CH:11]=[CH:12][CH:13]=1)[C:8]([NH:25][C:26]1[CH:27]=[CH:28][C:29]([O:48][CH3:49])=[C:30]([O:31][C:32]2[CH:33]=[CH:34][C:35]3[N:36]([CH:38]=[C:39]([NH:41][C:42]([CH:44]4[CH2:46][CH2:45]4)=[O:43])[N:40]=3)[N:37]=2)[CH:47]=1)=[O:10])[CH3:4])#[N:2]. The reactants are [C:1]([CH:3]([C:5]1[CH:6]=[C:7]([CH:11]=[CH:12][CH:13]=1)[C:8]([OH:10])=O)[CH3:4])#[N:2].C(Cl)(=O)C(Cl)=O.O1CCCC1.[NH2:25][C:26]1[CH:27]=[CH:28][C:29]([O:48][CH3:49])=[C:30]([CH:47]=1)[O:31][C:32]1[CH:33]=[CH:34][C:35]2[N:36]([CH:38]=[C:39]([NH:41][C:42]([CH:44]3[CH2:46][CH2:45]3)=[O:43])[N:40]=2)[N:37]=1. (7) The product is [C:1]([C:3]1[CH:4]=[CH:5][C:6]([O:13][CH3:14])=[C:7]([CH:12]=1)[C:8]([OH:10])=[O:9])#[N:2]. The yield is 0.990. The reactants are [C:1]([C:3]1[CH:4]=[CH:5][C:6]([O:13][CH3:14])=[C:7]([CH:12]=1)[C:8]([O:10]C)=[O:9])#[N:2].O.[OH-].[Li+].Cl. The catalyst is C1COCC1.O.